From a dataset of Peptide-MHC class II binding affinity with 134,281 pairs from IEDB. Regression. Given a peptide amino acid sequence and an MHC pseudo amino acid sequence, predict their binding affinity value. This is MHC class II binding data. (1) The peptide sequence is MAAHKFMVAMFLAVA. The MHC is DRB1_1501 with pseudo-sequence DRB1_1501. The binding affinity (normalized) is 0.365. (2) The MHC is HLA-DQA10301-DQB10302 with pseudo-sequence HLA-DQA10301-DQB10302. The binding affinity (normalized) is 0.479. The peptide sequence is SQDLELSWWLNGLQAY.